This data is from Full USPTO retrosynthesis dataset with 1.9M reactions from patents (1976-2016). The task is: Predict the reactants needed to synthesize the given product. (1) Given the product [N:1]1[CH:6]=[CH:5][CH:4]=[C:3]([CH2:7][CH2:8][C:9]([OH:11])=[O:10])[CH:2]=1, predict the reactants needed to synthesize it. The reactants are: [N:1]1[CH:6]=[CH:5][CH:4]=[C:3]([CH:7]=[CH:8][C:9]([OH:11])=[O:10])[CH:2]=1.CO. (2) Given the product [N:45]1[CH:44]=[CH:43][N:41]2[C:40]=1[CH:39]=[CH:38][C:37]([CH2:36][O:1][C:2]1[CH:3]=[CH:4][C:5]([C:8]3[C:9](=[O:23])[C:10]([CH3:21])([CH3:22])[O:11][C:12]=3[C:13]3[CH:18]=[CH:17][C:16]([O:19][CH3:20])=[CH:15][CH:14]=3)=[CH:6][CH:7]=1)=[N:42]2, predict the reactants needed to synthesize it. The reactants are: [OH:1][C:2]1[CH:7]=[CH:6][C:5]([C:8]2[C:9](=[O:23])[C:10]([CH3:22])([CH3:21])[O:11][C:12]=2[C:13]2[CH:18]=[CH:17][C:16]([O:19][CH3:20])=[CH:15][CH:14]=2)=[CH:4][CH:3]=1.C(=O)([O-])[O-].[Cs+].[Cs+].CN(C=O)C.Cl[CH2:36][C:37]1[CH:38]=[CH:39][C:40]2[N:41]([CH:43]=[CH:44][N:45]=2)[N:42]=1. (3) The reactants are: C([Si](C)(C)[O:6][C:7]1[CH:12]=[CH:11][C:10]([C:13]2[N:30]([CH:31]3[CH2:36][CH2:35][CH2:34][CH2:33][CH2:32]3)[C:16]3=[N:17][CH:18]=[C:19]([C:21]4[N:25]([CH2:26][CH2:27][C:28]#[N:29])[N:24]=[N:23][N:22]=4)[CH:20]=[C:15]3[N:14]=2)=[CH:9][CH:8]=1)(C)(C)C.O.C(OCC)(=O)C. Given the product [CH:31]1([N:30]2[C:16]3=[N:17][CH:18]=[C:19]([C:21]4[N:25]([CH2:26][CH2:27][C:28]#[N:29])[N:24]=[N:23][N:22]=4)[CH:20]=[C:15]3[N:14]=[C:13]2[C:10]2[CH:9]=[CH:8][C:7]([OH:6])=[CH:12][CH:11]=2)[CH2:36][CH2:35][CH2:34][CH2:33][CH2:32]1, predict the reactants needed to synthesize it. (4) Given the product [CH:1]1([C:7]2[N:12]([C:13]3[CH:14]=[C:15]([F:20])[CH:16]=[C:17]([F:19])[CH:18]=3)[C:11](=[O:21])[C:10]([C:36]([NH:37][CH2:51][C:52]([OH:54])=[O:53])=[O:62])=[C:9]([OH:22])[N:8]=2)[CH2:2][CH2:3][CH2:4][CH2:5][CH2:6]1, predict the reactants needed to synthesize it. The reactants are: [CH:1]1([C:7]2[N:12]([C:13]3[CH:18]=[C:17]([F:19])[CH:16]=[C:15]([F:20])[CH:14]=3)[C:11](=[O:21])[CH:10]=[C:9]([OH:22])[N:8]=2)[CH2:6][CH2:5][CH2:4][CH2:3][CH2:2]1.[Cl-].C[Al+]C.CCCCCC.FC1C=[C:36](C=C(F)C=1)[NH2:37].C1(C#N)CCCCC1.C(OCC)(=O)[CH2:51][C:52]([O:54]CC)=[O:53].C[O-:62].[Na+].